Task: Regression. Given two drug SMILES strings and cell line genomic features, predict the synergy score measuring deviation from expected non-interaction effect.. Dataset: NCI-60 drug combinations with 297,098 pairs across 59 cell lines (1) Drug 1: CC1C(C(CC(O1)OC2CC(OC(C2O)C)OC3=CC4=CC5=C(C(=O)C(C(C5)C(C(=O)C(C(C)O)O)OC)OC6CC(C(C(O6)C)O)OC7CC(C(C(O7)C)O)OC8CC(C(C(O8)C)O)(C)O)C(=C4C(=C3C)O)O)O)O. Drug 2: CN(C(=O)NC(C=O)C(C(C(CO)O)O)O)N=O. Cell line: T-47D. Synergy scores: CSS=22.0, Synergy_ZIP=2.61, Synergy_Bliss=3.97, Synergy_Loewe=1.74, Synergy_HSA=2.25. (2) Drug 1: CCC(=C(C1=CC=CC=C1)C2=CC=C(C=C2)OCCN(C)C)C3=CC=CC=C3.C(C(=O)O)C(CC(=O)O)(C(=O)O)O. Drug 2: CN1C(=O)N2C=NC(=C2N=N1)C(=O)N. Cell line: SK-MEL-5. Synergy scores: CSS=3.18, Synergy_ZIP=3.36, Synergy_Bliss=7.82, Synergy_Loewe=3.27, Synergy_HSA=3.27. (3) Cell line: UO-31. Drug 1: CC12CCC(CC1=CCC3C2CCC4(C3CC=C4C5=CN=CC=C5)C)O. Drug 2: CC1C(C(CC(O1)OC2CC(CC3=C2C(=C4C(=C3O)C(=O)C5=C(C4=O)C(=CC=C5)OC)O)(C(=O)C)O)N)O.Cl. Synergy scores: CSS=29.7, Synergy_ZIP=9.90, Synergy_Bliss=12.7, Synergy_Loewe=11.4, Synergy_HSA=14.8.